Task: Regression. Given two drug SMILES strings and cell line genomic features, predict the synergy score measuring deviation from expected non-interaction effect.. Dataset: NCI-60 drug combinations with 297,098 pairs across 59 cell lines Drug 1: C1=CC(=CC=C1CC(C(=O)O)N)N(CCCl)CCCl.Cl. Drug 2: CC1C(C(=O)NC(C(=O)N2CCCC2C(=O)N(CC(=O)N(C(C(=O)O1)C(C)C)C)C)C(C)C)NC(=O)C3=C4C(=C(C=C3)C)OC5=C(C(=O)C(=C(C5=N4)C(=O)NC6C(OC(=O)C(N(C(=O)CN(C(=O)C7CCCN7C(=O)C(NC6=O)C(C)C)C)C)C(C)C)C)N)C. Cell line: EKVX. Synergy scores: CSS=5.37, Synergy_ZIP=3.52, Synergy_Bliss=5.54, Synergy_Loewe=3.60, Synergy_HSA=3.17.